From a dataset of Catalyst prediction with 721,799 reactions and 888 catalyst types from USPTO. Predict which catalyst facilitates the given reaction. (1) Reactant: [CH2:1]([O:8][C:9]1[C:14]2[S:15][CH:16]=[CH:17][C:13]=2[CH:12]=[CH:11][CH:10]=1)[C:2]1[CH:7]=[CH:6][CH:5]=[CH:4][CH:3]=1.[CH3:18][O:19]C(Cl)Cl. Product: [CH2:1]([O:8][C:9]1[C:14]2[S:15][CH:16]=[CH:17][C:13]=2[C:12]([CH:18]=[O:19])=[CH:11][CH:10]=1)[C:2]1[CH:3]=[CH:4][CH:5]=[CH:6][CH:7]=1. The catalyst class is: 4. (2) Reactant: [Br:1][C:2]1[CH:7]=[CH:6][CH:5]=[CH:4][C:3]=1[NH:8][N:9]=[C:10]([C:18]#[N:19])[C:11]([NH:13][CH2:14][CH2:15][CH2:16][CH3:17])=[O:12].[Cl-].[Al+3].[Cl-].[Cl-].O.[C@H](O)(C([O-])=O)[C@@H](O)C([O-])=O.[Na+].[K+]. Product: [NH2:19][C:18]1[C:4]2[C:3](=[C:2]([Br:1])[CH:7]=[CH:6][CH:5]=2)[N:8]=[N:9][C:10]=1[C:11]([NH:13][CH2:14][CH2:15][CH2:16][CH3:17])=[O:12]. The catalyst class is: 11.